Predict the reactants needed to synthesize the given product. From a dataset of Full USPTO retrosynthesis dataset with 1.9M reactions from patents (1976-2016). (1) Given the product [CH3:16][N:17]([CH2:2][C:3]1[C:4]([N+:13]([O-:15])=[O:14])=[C:5]([CH:10]=[CH:11][CH:12]=1)[C:6]([O:8][CH3:9])=[O:7])[CH3:18], predict the reactants needed to synthesize it. The reactants are: Br[CH2:2][C:3]1[C:4]([N+:13]([O-:15])=[O:14])=[C:5]([CH:10]=[CH:11][CH:12]=1)[C:6]([O:8][CH3:9])=[O:7].[CH3:16][NH:17][CH3:18]. (2) Given the product [Cl:13][C:12]1[C:3]2[CH2:2][N:29]([CH2:28][C:18]3[CH:19]=[N:20][C:21]([O:22][CH2:23][C:24]([F:26])([F:27])[F:25])=[C:16]([F:15])[CH:17]=3)[C:5](=[O:7])[C:4]=2[CH:9]=[CH:10][N:11]=1, predict the reactants needed to synthesize it. The reactants are: Br[CH2:2][C:3]1[C:12]([Cl:13])=[N:11][CH:10]=[CH:9][C:4]=1[C:5]([O:7]C)=O.Cl.[F:15][C:16]1[CH:17]=[C:18]([CH2:28][NH2:29])[CH:19]=[N:20][C:21]=1[O:22][CH2:23][C:24]([F:27])([F:26])[F:25]. (3) Given the product [C:5]1([O:4]/[N:11]=[C:12](/[C:39]2[CH:40]=[CH:41][C:36]3[N:37]([C:33]([CH2:32][C:28]4[CH:27]=[C:26]5[C:31](=[CH:30][CH:29]=4)[N:22]=[CH:23][CH:24]=[CH:25]5)=[N:34][N:35]=3)[N:38]=2)\[CH3:13])[CH:10]=[CH:9][CH:8]=[CH:7][CH:6]=1, predict the reactants needed to synthesize it. The reactants are: O.NN.[O:4]([N:11]1C(=O)C2[C:13](=CC=CC=2)[C:12]1=O)[C:5]1[CH:10]=[CH:9][CH:8]=[CH:7][CH:6]=1.[N:22]1[C:31]2[C:26](=[CH:27][C:28]([CH2:32][C:33]3[N:37]4[N:38]=[C:39](C(=O)C)[CH:40]=[CH:41][C:36]4=[N:35][N:34]=3)=[CH:29][CH:30]=2)[CH:25]=[CH:24][CH:23]=1.Cl. (4) Given the product [CH3:17][C:16]([CH3:19])([CH3:18])[CH2:20][C:21]([N:9]1[CH2:8][CH2:7][C:6]2([C:4](=[O:5])[N:34]([C:31]3[CH:32]=[CH:33][C:28]([O:27][CH2:26][C:25]([F:24])([F:35])[F:36])=[CH:29][CH:30]=3)[CH2:13][CH2:12]2)[CH2:11][CH2:10]1)=[O:22], predict the reactants needed to synthesize it. The reactants are: C(O[C:4]([C:6]1([CH2:12][CH2:13]OC)[CH2:11][CH2:10][NH:9][CH2:8][CH2:7]1)=[O:5])C.[C:16]([CH2:20][C:21](Cl)=[O:22])([CH3:19])([CH3:18])[CH3:17].[F:24][C:25]([F:36])([F:35])[CH2:26][O:27][C:28]1[CH:33]=[CH:32][C:31]([NH2:34])=[CH:30][CH:29]=1. (5) Given the product [CH3:8][C:2]12[CH2:9][CH:8]3[CH2:7][C:6]([CH3:12])([CH2:5][C:4]([C:13]45[CH2:13][C:4]6([CH3:10])[CH2:3][CH:2]([CH2:11][C:6]([CH3:12])([CH2:5]6)[CH2:7]4)[CH2:9]5)([CH2:10]3)[CH2:3]1)[CH2:11]2, predict the reactants needed to synthesize it. The reactants are: Br[C:2]12[CH2:11][C:6]3([CH3:12])[CH2:7][CH:8]([CH2:10][C:4]([CH3:13])([CH2:5]3)[CH2:3]1)[CH2:9]2.[Na]. (6) Given the product [CH2:15]([O:14][C@@H:9]([CH2:8][C:5]1[CH:6]=[CH:7][C:2]([C:26]2[CH:27]=[CH:28][CH:29]=[C:24]([NH:23][CH3:22])[CH:25]=2)=[CH:3][CH:4]=1)[C:10]([O:12][CH3:13])=[O:11])[C:16]1[CH:21]=[CH:20][CH:19]=[CH:18][CH:17]=1, predict the reactants needed to synthesize it. The reactants are: Br[C:2]1[CH:7]=[CH:6][C:5]([CH2:8][C@H:9]([O:14][CH2:15][C:16]2[CH:21]=[CH:20][CH:19]=[CH:18][CH:17]=2)[C:10]([O:12][CH3:13])=[O:11])=[CH:4][CH:3]=1.[CH3:22][NH:23][C:24]1[CH:29]=[CH:28][CH:27]=[C:26](B2OC(C)(C)C(C)(C)O2)[CH:25]=1.P([O-])([O-])([O-])=O.[K+].[K+].[K+].O. (7) Given the product [CH3:16][N:2]([CH3:1])[CH:3]1[CH2:11][C:10]2[C:5](=[CH:6][C:7]3[N+:13]([O-:15])=[N:17][C:18]([NH2:19])=[N:12][C:8]=3[CH:9]=2)[CH2:4]1, predict the reactants needed to synthesize it. The reactants are: [CH3:1][N:2]([CH3:16])[CH:3]1[CH2:11][C:10]2[C:5](=[CH:6][C:7]([N+:13]([O-:15])=O)=[C:8]([NH2:12])[CH:9]=2)[CH2:4]1.[N:17]#[C:18][NH2:19].[CH]Cl.[OH-].[Na+]. (8) Given the product [Cl:8][C:6]1[CH:5]=[C:4]([CH2:9][S:10]([C:13]2[CH:14]=[C:15]3[C:19](=[CH:20][CH:21]=2)[NH:18][C:17](=[O:22])/[C:16]/3=[CH:23]\[C:24]2[NH:28][C:27]([CH3:29])=[C:26]([C:30]([N:42]3[CH2:43][CH2:44][CH:39]([N:34]4[CH2:38][CH2:37][CH2:36][CH2:35]4)[CH2:40][CH2:41]3)=[O:32])[C:25]=2[CH3:33])(=[O:11])=[O:12])[CH:3]=[C:2]([Cl:1])[CH:7]=1, predict the reactants needed to synthesize it. The reactants are: [Cl:1][C:2]1[CH:3]=[C:4]([CH2:9][S:10]([C:13]2[CH:14]=[C:15]3[C:19](=[CH:20][CH:21]=2)[NH:18][C:17](=[O:22])/[C:16]/3=[CH:23]\[C:24]2[NH:28][C:27]([CH3:29])=[C:26]([C:30]([OH:32])=O)[C:25]=2[CH3:33])(=[O:12])=[O:11])[CH:5]=[C:6]([Cl:8])[CH:7]=1.[N:34]1([CH:39]2[CH2:44][CH2:43][NH:42][CH2:41][CH2:40]2)[CH2:38][CH2:37][CH2:36][CH2:35]1.C1C=CC2N(O)N=NC=2C=1.CCN=C=NCCCN(C)C.Cl.